Dataset: Forward reaction prediction with 1.9M reactions from USPTO patents (1976-2016). Task: Predict the product of the given reaction. (1) Given the reactants [H-].[Na+].[Cl:3][C:4]1[CH:9]=[CH:8][C:7](/[CH:10]=[CH:11]/S(C2C=CC(C)=CC=2)(=O)=O)=[CH:6][CH:5]=1.[N+:22]([CH2:24][C:25]([O:27][CH2:28][CH3:29])=[O:26])#[C-:23].CCO, predict the reaction product. The product is: [Cl:3][C:4]1[CH:5]=[CH:6][C:7]([C:10]2[CH:11]=[CH:23][NH:22][C:24]=2[C:25]([O:27][CH2:28][CH3:29])=[O:26])=[CH:8][CH:9]=1. (2) Given the reactants [H-].[Na+].[Br:3][CH:4]([CH2:21][CH2:22]Br)[C:5]([NH:7][CH:8]1[CH2:13][CH2:12][N:11]([C:14]([O:16][C:17]([CH3:20])([CH3:19])[CH3:18])=[O:15])[CH2:10][CH2:9]1)=[O:6], predict the reaction product. The product is: [Br:3][CH:4]1[CH2:21][CH2:22][N:7]([CH:8]2[CH2:13][CH2:12][N:11]([C:14]([O:16][C:17]([CH3:20])([CH3:19])[CH3:18])=[O:15])[CH2:10][CH2:9]2)[C:5]1=[O:6]. (3) Given the reactants [C:1]([O:5][C:6]([N:8]1[CH2:13][CH2:12][CH:11]([NH:14][C:15]2[CH:20]=[CH:19][CH:18]=[CH:17][CH:16]=2)[CH2:10][CH2:9]1)=[O:7])([CH3:4])([CH3:3])[CH3:2].[CH3:21][O:22][C:23]1[CH:24]=[C:25]([C:33]2[CH:34]=[C:35]([CH:38]=[CH:39][CH:40]=2)[CH2:36]Cl)[CH:26]=[C:27]([O:31][CH3:32])[C:28]=1[O:29][CH3:30], predict the reaction product. The product is: [C:1]([O:5][C:6]([N:8]1[CH2:9][CH2:10][CH:11]([N:14]([C:15]2[CH:20]=[CH:19][CH:18]=[CH:17][CH:16]=2)[CH2:36][C:35]2[CH:38]=[CH:39][CH:40]=[C:33]([C:25]3[CH:26]=[C:27]([O:31][CH3:32])[C:28]([O:29][CH3:30])=[C:23]([O:22][CH3:21])[CH:24]=3)[CH:34]=2)[CH2:12][CH2:13]1)=[O:7])([CH3:4])([CH3:2])[CH3:3]. (4) Given the reactants Cl[C:2]1[CH:7]=[N:6][CH:5]=[C:4]([Cl:8])[N:3]=1.[Cl:9][C:10]1[CH:15]=[CH:14][C:13](B(O)O)=[CH:12][CH:11]=1.C(=O)([O-])[O-].[K+].[K+], predict the reaction product. The product is: [Cl:8][C:4]1[CH:5]=[N:6][CH:7]=[C:2]([C:13]2[CH:14]=[CH:15][C:10]([Cl:9])=[CH:11][CH:12]=2)[N:3]=1. (5) Given the reactants I[C:2]1[C:10]2[C:5](=[CH:6][CH:7]=[CH:8][CH:9]=2)[N:4]([CH3:11])[N:3]=1.C([Mg]Cl)(C)C.[CH2:17]([Sn:21]([CH2:27][CH2:28][CH2:29][CH3:30])([CH2:23][CH2:24][CH2:25][CH3:26])Cl)[CH2:18][CH2:19][CH3:20], predict the reaction product. The product is: [CH3:11][N:4]1[C:5]2[C:10](=[CH:9][CH:8]=[CH:7][CH:6]=2)[C:2]([Sn:21]([CH2:23][CH2:24][CH2:25][CH3:26])([CH2:27][CH2:28][CH2:29][CH3:30])[CH2:17][CH2:18][CH2:19][CH3:20])=[N:3]1.